Dataset: Full USPTO retrosynthesis dataset with 1.9M reactions from patents (1976-2016). Task: Predict the reactants needed to synthesize the given product. (1) Given the product [CH3:1][O:2][C:3]1[CH:4]=[C:5]2[C:9]([CH:8]([C:12]([F:15])([F:13])[F:14])[O:7][CH2:6]2)=[CH:10][C:11]=1[CH:16]=[O:17], predict the reactants needed to synthesize it. The reactants are: [CH3:1][O:2][C:3]1[CH:4]=[C:5]2[C:9](=[CH:10][CH:11]=1)[CH:8]([C:12]([F:15])([F:14])[F:13])[O:7][CH2:6]2.[CH3:16][O:17]C(Cl)Cl. (2) Given the product [C:39]([C:33]1[CH:34]=[C:35]([CH:36]([CH3:38])[CH3:37])[C:29]2[O:28][C:27]([C:24]3[CH:23]=[CH:22][C:21]([C:20]([NH:19][CH:14]([CH:11]4[CH2:12][CH2:13][NH:8][CH2:9][CH2:10]4)[C:15]([O:17][CH3:18])=[O:16])=[O:41])=[CH:26][CH:25]=3)=[N:31][C:30]=2[CH:32]=1)#[N:40], predict the reactants needed to synthesize it. The reactants are: C(OC([N:8]1[CH2:13][CH2:12][CH:11]([CH:14]([NH:19][C:20](=[O:41])[C:21]2[CH:26]=[CH:25][C:24]([C:27]3[O:28][C:29]4[C:35]([CH:36]([CH3:38])[CH3:37])=[CH:34][C:33]([C:39]#[N:40])=[CH:32][C:30]=4[N:31]=3)=[CH:23][CH:22]=2)[C:15]([O:17][CH3:18])=[O:16])[CH2:10][CH2:9]1)=O)(C)(C)C.C(O)(C(F)(F)F)=O.O.C(=O)([O-])[O-].[K+].[K+]. (3) Given the product [C:1]([O:5][C@@H:6]([C:12]1[C:37]([CH3:38])=[CH:36][C:15]2[N:16]=[C:17]([C:19]3[CH:24]=[CH:23][N:22]=[C:21]([C:25]4[CH:26]=[C:27]5[C:33]([CH3:34])=[CH:32][N:31]([CH3:35])[C:28]5=[N:29][CH:30]=4)[CH:20]=3)[S:18][C:14]=2[C:13]=1[C:39]1[CH:40]=[CH:41][C:42]([Cl:45])=[CH:43][CH:44]=1)[C:7]([OH:9])=[O:8])([CH3:4])([CH3:2])[CH3:3], predict the reactants needed to synthesize it. The reactants are: [C:1]([O:5][C@@H:6]([C:12]1[C:37]([CH3:38])=[CH:36][C:15]2[N:16]=[C:17]([C:19]3[CH:24]=[CH:23][N:22]=[C:21]([C:25]4[CH:26]=[C:27]5[C:33]([CH3:34])=[CH:32][N:31]([CH3:35])[C:28]5=[N:29][CH:30]=4)[CH:20]=3)[S:18][C:14]=2[C:13]=1[C:39]1[CH:44]=[CH:43][C:42]([Cl:45])=[CH:41][CH:40]=1)[C:7]([O:9]CC)=[O:8])([CH3:4])([CH3:3])[CH3:2].[OH-].[Na+]. (4) Given the product [OH:2][C:3]1[N:12]=[CH:11][C:10]2[C:5](=[C:6]3[CH:20]=[CH:19][CH:18]=[CH:17][C:7]3=[C:8]3[CH:16]=[CH:15][CH:14]=[CH:13][C:9]3=2)[N:4]=1, predict the reactants needed to synthesize it. The reactants are: C[O:2][C:3]1[N:12]=[CH:11][C:10]2[C:5](=[C:6]3[CH:20]=[CH:19][CH:18]=[CH:17][C:7]3=[C:8]3[CH:16]=[CH:15][CH:14]=[CH:13][C:9]3=2)[N:4]=1.Cl.N1C=CC=CC=1. (5) Given the product [CH3:36][O:35][C:23]1[CH:24]=[C:25]([CH2:28][CH2:29][C:30]([OH:32])=[O:31])[CH:26]=[CH:27][C:22]=1[O:14][CH2:13][C:10]1[CH:11]=[CH:12][C:7]([O:6][CH2:5]/[C:4](=[N:3]\[O:2][CH3:1])/[C:15]2[CH:20]=[CH:19][CH:18]=[CH:17][CH:16]=2)=[CH:8][CH:9]=1, predict the reactants needed to synthesize it. The reactants are: [CH3:1][O:2]/[N:3]=[C:4](/[C:15]1[CH:20]=[CH:19][CH:18]=[CH:17][CH:16]=1)\[CH2:5][O:6][C:7]1[CH:12]=[CH:11][C:10]([CH2:13][OH:14])=[CH:9][CH:8]=1.O[C:22]1[CH:27]=[CH:26][C:25]([CH2:28][CH2:29][C:30]([O:32]CC)=[O:31])=[CH:24][C:23]=1[O:35][CH3:36]. (6) Given the product [C:4]([C:6]1[CH:11]=[CH:10][CH:9]=[CH:8][CH:7]=1)(=[S:17])[C:3]1[CH:12]=[CH:13][CH:14]=[CH:15][CH:2]=1, predict the reactants needed to synthesize it. The reactants are: Cl[C:2]1[CH:15]=[CH:14][CH:13]=[CH:12][C:3]=1[C:4]([C:6]1[CH:11]=[CH:10][CH:9]=[CH:8][CH:7]=1)=O.C[S:17](C)=O.S([Li])[Li]. (7) Given the product [OH:19][C@H:20]([C@H:28]1[O:33][C@@H:32]([CH3:34])[CH2:31][N:30]([C:37]2[CH:41]=[CH:40][N:39]([C:42]3[CH:43]=[C:44]([C:48]([F:51])([F:49])[F:50])[N:45]=[N:46][CH:47]=3)[N:38]=2)[C:29]1=[O:35])[C:21]([O:23][C:24]([CH3:27])([CH3:25])[CH3:26])=[O:22], predict the reactants needed to synthesize it. The reactants are: [O-]P([O-])([O-])=O.[K+].[K+].[K+].CN[C@@H]1CCCC[C@H]1NC.[OH:19][C@H:20]([C@H:28]1[O:33][C@@H:32]([CH3:34])[CH2:31][NH:30][C:29]1=[O:35])[C:21]([O:23][C:24]([CH3:27])([CH3:26])[CH3:25])=[O:22].I[C:37]1[CH:41]=[CH:40][N:39]([C:42]2[CH:43]=[C:44]([C:48]([F:51])([F:50])[F:49])[N:45]=[N:46][CH:47]=2)[N:38]=1. (8) The reactants are: [Cl:1][C:2]1[CH:7]=[CH:6][C:5]([OH:8])=[CH:4][N:3]=1.[C:9]([N:16]1[CH2:21][CH2:20][CH:19](O)[CH2:18][CH2:17]1)([O:11][C:12]([CH3:15])([CH3:14])[CH3:13])=[O:10].C1(P(C2C=CC=CC=2)C2C=CC=CC=2)C=CC=CC=1.CC(OC(/N=N/C(OC(C)C)=O)=O)C. Given the product [C:12]([O:11][C:9]([N:16]1[CH2:21][CH2:20][CH:19]([O:8][C:5]2[CH:4]=[N:3][C:2]([Cl:1])=[CH:7][CH:6]=2)[CH2:18][CH2:17]1)=[O:10])([CH3:15])([CH3:13])[CH3:14], predict the reactants needed to synthesize it. (9) The reactants are: I[C:2]1[C:3]2[S:11][CH:10]=[C:9]([C:12]3[CH:17]=[CH:16][C:15]([O:18][C:19]4[CH:24]=[CH:23][CH:22]=[CH:21][CH:20]=4)=[CH:14][CH:13]=3)[C:4]=2[C:5]([NH2:8])=[N:6][CH:7]=1.[C:25]([O:29][C:30]([CH3:33])([CH3:32])[CH3:31])(=[O:28])[CH:26]=[CH2:27].C1C=CC(P(C2C=CC=CC=2)C2C=CC=CC=2)=CC=1.C([O-])([O-])=O.[Na+].[Na+]. Given the product [NH2:8][C:5]1[C:4]2[C:9]([C:12]3[CH:17]=[CH:16][C:15]([O:18][C:19]4[CH:24]=[CH:23][CH:22]=[CH:21][CH:20]=4)=[CH:14][CH:13]=3)=[CH:10][S:11][C:3]=2[C:2](/[CH:27]=[CH:26]/[C:25]([O:29][C:30]([CH3:33])([CH3:32])[CH3:31])=[O:28])=[CH:7][N:6]=1, predict the reactants needed to synthesize it.